This data is from NCI-60 drug combinations with 297,098 pairs across 59 cell lines. The task is: Regression. Given two drug SMILES strings and cell line genomic features, predict the synergy score measuring deviation from expected non-interaction effect. (1) Drug 2: C1=CC=C(C=C1)NC(=O)CCCCCCC(=O)NO. Cell line: SF-539. Synergy scores: CSS=18.4, Synergy_ZIP=-2.97, Synergy_Bliss=0.702, Synergy_Loewe=-2.48, Synergy_HSA=2.34. Drug 1: C1=NC(=NC(=O)N1C2C(C(C(O2)CO)O)O)N. (2) Drug 1: CN1CCC(CC1)COC2=C(C=C3C(=C2)N=CN=C3NC4=C(C=C(C=C4)Br)F)OC. Drug 2: CN(CC1=CN=C2C(=N1)C(=NC(=N2)N)N)C3=CC=C(C=C3)C(=O)NC(CCC(=O)O)C(=O)O. Cell line: RPMI-8226. Synergy scores: CSS=-1.58, Synergy_ZIP=-7.76, Synergy_Bliss=-13.3, Synergy_Loewe=-55.8, Synergy_HSA=-21.8.